This data is from Full USPTO retrosynthesis dataset with 1.9M reactions from patents (1976-2016). The task is: Predict the reactants needed to synthesize the given product. (1) The reactants are: [CH:1]12[O:8][CH:5]([CH2:6][CH2:7]1)[CH2:4][N:3]([C:9]1[CH:14]=[C:13]([N:15]3[CH2:21][CH:20]4[O:22][CH:17]([CH2:18][CH2:19]4)[CH2:16]3)[N:12]=[C:11](O)[N:10]=1)[CH2:2]2.O=P(Cl)(Cl)[Cl:26]. Given the product [Cl:26][C:11]1[N:10]=[C:9]([N:3]2[CH2:4][CH:5]3[O:8][CH:1]([CH2:7][CH2:6]3)[CH2:2]2)[CH:14]=[C:13]([N:15]2[CH2:21][CH:20]3[O:22][CH:17]([CH2:18][CH2:19]3)[CH2:16]2)[N:12]=1, predict the reactants needed to synthesize it. (2) Given the product [Si:19]([O:18][CH:16]([C:12]1[CH:13]=[C:14]([Cl:15])[C:9]([OH:8])=[C:10]([Cl:26])[CH:11]=1)[CH3:17])([C:22]([CH3:25])([CH3:23])[CH3:24])([CH3:21])[CH3:20], predict the reactants needed to synthesize it. The reactants are: [Si]([O:8][C:9]1[C:14]([Cl:15])=[CH:13][C:12]([CH:16]([O:18][Si:19]([C:22]([CH3:25])([CH3:24])[CH3:23])([CH3:21])[CH3:20])[CH3:17])=[CH:11][C:10]=1[Cl:26])(C(C)(C)C)(C)C.CCOCC. (3) Given the product [NH:6]1[C:5]2[CH:9]=[CH:10][C:2]([NH:1][C:12]([NH:11][C:14]3[CH:19]=[CH:18][C:17]([O:20][CH3:21])=[C:16]([O:22][CH3:23])[CH:15]=3)=[S:13])=[CH:3][C:4]=2[N:8]=[CH:7]1, predict the reactants needed to synthesize it. The reactants are: [NH2:1][C:2]1[CH:10]=[CH:9][C:5]2[NH:6][CH:7]=[N:8][C:4]=2[CH:3]=1.[N:11]([C:14]1[CH:19]=[CH:18][C:17]([O:20][CH3:21])=[C:16]([O:22][CH3:23])[CH:15]=1)=[C:12]=[S:13]. (4) Given the product [Cl:1][C:2]1[C:10]2[CH:9]=[C:8]([C:11]3[CH2:12][C:13]([C:18]4[CH:23]=[C:22]([Cl:24])[CH:21]=[C:20]([Cl:25])[CH:19]=4)([C:14]([F:17])([F:16])[F:15])[O:27][N:29]=3)[S:7][C:6]=2[CH:5]=[CH:4][CH:3]=1, predict the reactants needed to synthesize it. The reactants are: [Cl:1][C:2]1[C:10]2[CH:9]=[C:8]([C:11](=O)[CH:12]=[C:13]([C:18]3[CH:23]=[C:22]([Cl:24])[CH:21]=[C:20]([Cl:25])[CH:19]=3)[C:14]([F:17])([F:16])[F:15])[S:7][C:6]=2[CH:5]=[CH:4][CH:3]=1.[OH-:27].[Na+].[NH2:29]O.Cl.O. (5) The reactants are: Br[C:2]1[CH:3]=[C:4]([O:10][CH3:11])[C:5]([O:8][CH3:9])=[N:6][CH:7]=1.C(N(CC)CC)C.[CH3:19][Si:20]([C:23]#[CH:24])([CH3:22])[CH3:21]. Given the product [CH3:9][O:8][C:5]1[C:4]([O:10][CH3:11])=[CH:3][C:2]([C:24]#[C:23][Si:20]([CH3:22])([CH3:21])[CH3:19])=[CH:7][N:6]=1, predict the reactants needed to synthesize it. (6) Given the product [F:19][C:20]1[CH:21]=[C:22]([CH2:27][C:28]([NH:1][N:2]2[N:11]=[C:10]([C:12]3[S:13][CH:14]=[CH:15][C:16]=3[CH3:17])[C:9]3[C:4](=[CH:5][CH:6]=[CH:7][CH:8]=3)[C:3]2=[O:18])=[O:29])[CH:23]=[C:24]([F:26])[CH:25]=1, predict the reactants needed to synthesize it. The reactants are: [NH2:1][N:2]1[N:11]=[C:10]([C:12]2[S:13][CH:14]=[CH:15][C:16]=2[CH3:17])[C:9]2[C:4](=[CH:5][CH:6]=[CH:7][CH:8]=2)[C:3]1=[O:18].[F:19][C:20]1[CH:21]=[C:22]([CH2:27][C:28](O)=[O:29])[CH:23]=[C:24]([F:26])[CH:25]=1.